The task is: Predict the product of the given reaction.. This data is from Forward reaction prediction with 1.9M reactions from USPTO patents (1976-2016). (1) Given the reactants O.C([O:9][C:10]1[CH:15]=[CH:14][C:13]([C:16]2([C:19]3[N:24]=[C:23]4[S:25][C:26]([C:28]5[CH:42]=[CH:41][C:31]([CH2:32][N:33]6[CH2:36][CH:35]([C:37]([O:39][CH3:40])=[O:38])[CH2:34]6)=[CH:30][C:29]=5[F:43])=[N:27][C:22]4=[CH:21][CH:20]=3)[CH2:18][CH2:17]2)=[CH:12][CH:11]=1)C1C=CC=CC=1.C(N(CC)CC)C, predict the reaction product. The product is: [F:43][C:29]1[CH:30]=[C:31]([CH2:32][N:33]2[CH2:34][CH:35]([C:37]([O:39][CH3:40])=[O:38])[CH2:36]2)[CH:41]=[CH:42][C:28]=1[C:26]1[S:25][C:23]2[C:22]([N:27]=1)=[CH:21][CH:20]=[C:19]([C:16]1([C:13]3[CH:12]=[CH:11][C:10]([OH:9])=[CH:15][CH:14]=3)[CH2:18][CH2:17]1)[N:24]=2. (2) Given the reactants [C:1]1([NH:7][C:8]2[CH:13]=[CH:12][CH:11]=[CH:10][CH:9]=2)[CH:6]=[CH:5][CH:4]=[CH:3][CH:2]=1.[Br-:14].[Br-].[Br-].C([N+](CCCC)(CCCC)CCCC)CCC.C([N+](CCCC)(CCCC)CCCC)CCC.C([N+](CCCC)(CCCC)CCCC)CCC.C(Cl)(Cl)Cl.C1(NC2C=CC=CC=2)C=CC=CC=1, predict the reaction product. The product is: [CH:11]1[CH:10]=[CH:9][C:8]([NH:7][C:1]2[CH:2]=[CH:3][C:4]([Br:14])=[CH:5][CH:6]=2)=[CH:13][CH:12]=1.